Dataset: Forward reaction prediction with 1.9M reactions from USPTO patents (1976-2016). Task: Predict the product of the given reaction. Given the reactants [Cl:1][C:2]1[C:3]([F:31])=[C:4]([C@@H:8]2[C@:12]([C:15]3[CH:20]=[CH:19][C:18]([Cl:21])=[CH:17][C:16]=3[F:22])([C:13]#[N:14])[C@H:11]([CH2:23][C:24]([CH3:27])([CH3:26])[CH3:25])[NH:10][C@H:9]2[C:28](O)=[O:29])[CH:5]=[CH:6][CH:7]=1.CCN(C(C)C)C(C)C.[NH2:41][C:42]1[CH:51]=[CH:50][C:45]([C:46]([NH:48][NH2:49])=[O:47])=[CH:44][CH:43]=1.CN(C(ON1N=NC2C=CC=NC1=2)=[N+](C)C)C.F[P-](F)(F)(F)(F)F, predict the reaction product. The product is: [NH:48]([C:46]([C:45]1[CH:50]=[CH:51][C:42]([NH:41][C:28]([C@H:9]2[C@H:8]([C:4]3[CH:5]=[CH:6][CH:7]=[C:2]([Cl:1])[C:3]=3[F:31])[C@:12]([C:15]3[CH:20]=[CH:19][C:18]([Cl:21])=[CH:17][C:16]=3[F:22])([C:13]#[N:14])[C@H:11]([CH2:23][C:24]([CH3:27])([CH3:26])[CH3:25])[NH:10]2)=[O:29])=[CH:43][CH:44]=1)=[O:47])[NH2:49].